Dataset: Full USPTO retrosynthesis dataset with 1.9M reactions from patents (1976-2016). Task: Predict the reactants needed to synthesize the given product. (1) Given the product [Si:23]([O:13][CH2:12][C:11]([C:7]1[NH:8][C:9]2[C:5]([CH:6]=1)=[CH:4][C:3]([N+:16]([O-:18])=[O:17])=[C:2]([F:1])[CH:10]=2)([CH3:15])[CH3:14])([C:20]([CH3:22])([CH3:21])[CH3:19])([CH3:25])[CH3:24], predict the reactants needed to synthesize it. The reactants are: [F:1][C:2]1[CH:10]=[C:9]2[C:5]([CH:6]=[C:7]([C:11]([CH3:15])([CH3:14])[CH2:12][OH:13])[NH:8]2)=[CH:4][C:3]=1[N+:16]([O-:18])=[O:17].[CH3:19][C:20]([Si:23](Cl)([CH3:25])[CH3:24])([CH3:22])[CH3:21].N1C=CN=C1. (2) Given the product [F:1][C:2]([F:21])([C:15]1[CH:20]=[CH:19][CH:18]=[CH:17][CH:16]=1)[CH2:3][O:4][C:5]1[CH:6]=[CH:7][C:8]([CH2:11][C:12]([CH3:22])([OH:13])[CH3:14])=[CH:9][CH:10]=1, predict the reactants needed to synthesize it. The reactants are: [F:1][C:2]([F:21])([C:15]1[CH:20]=[CH:19][CH:18]=[CH:17][CH:16]=1)[CH2:3][O:4][C:5]1[CH:10]=[CH:9][C:8]([CH2:11][C:12]([CH3:14])=[O:13])=[CH:7][CH:6]=1.[CH3:22][Mg]Br. (3) Given the product [Cl:1][C:2]1[CH:3]=[C:4]([C:26]#[C:25][CH:24]([C:18]2[CH:23]=[CH:22][CH:21]=[CH:20][CH:19]=2)[OH:31])[CH:5]=[CH:6][C:7]=1[O:8][CH3:9], predict the reactants needed to synthesize it. The reactants are: [Cl:1][C:2]1[CH:3]=[C:4](I)[CH:5]=[CH:6][C:7]=1[O:8][CH3:9].C(N(CC)CC)C.[C:18]1([C:24]#[C:25][CH2:26]O)[CH:23]=[CH:22][CH:21]=[CH:20][CH:19]=1.CN(C)C=[O:31]. (4) Given the product [NH2:1][C:2]1[C:11]([CH3:12])=[CH:10][C:9]([C:26]#[N:27])=[CH:8][C:3]=1[C:4]([NH:6][CH3:7])=[O:5], predict the reactants needed to synthesize it. The reactants are: [NH2:1][C:2]1[C:11]([CH3:12])=[CH:10][C:9](Br)=[CH:8][C:3]=1[C:4]([NH:6][CH3:7])=[O:5].CC1C=C(C)C=C(C)C=1.[C-]#N.[Na+].[CH3:26][NH:27]CCNC. (5) Given the product [CH2:4]([O:11][C@H:12]([CH2:13][CH2:14][CH2:15][CH2:16][CH2:17][CH2:18][C@@H:19]([OH:32])[CH2:20][CH3:36])[CH3:33])[C:5]1[CH:6]=[CH:7][CH:8]=[CH:9][CH:10]=1, predict the reactants needed to synthesize it. The reactants are: C[Mg]Cl.[CH2:4]([O:11][C@@H:12]([CH3:33])[CH2:13][CH2:14][CH2:15][CH2:16][CH2:17][CH2:18][C@@H:19]([OH:32])[CH2:20]OS(C1C=CC(C)=CC=1)(=O)=O)[C:5]1[CH:10]=[CH:9][CH:8]=[CH:7][CH:6]=1.[Cl-].[NH4+].[CH2:36](OCC)C. (6) Given the product [P:42]([O:54][CH2:55][CH2:56][N:57]([CH2:58][CH2:59][C@@H:60]([NH:69][C:70]1[CH:75]=[CH:74][C:73]([S:76](=[O:79])(=[O:78])[NH:77][C:25](=[O:26])[C:24]2[CH:28]=[CH:29][C:21]([N:18]3[CH2:19][CH2:20][CH:15]([C@H:14]([C:9]4[CH:10]=[CH:11][CH:12]=[CH:13][C:8]=4[C:5]4[CH:4]=[CH:3][C:2]([Cl:1])=[CH:7][CH:6]=4)[OH:30])[CH2:16][CH2:17]3)=[CH:22][CH:23]=2)=[CH:72][C:71]=1[S:80]([C:83]([F:85])([F:86])[F:84])(=[O:82])=[O:81])[CH2:61][S:62][C:63]1[CH:68]=[CH:67][CH:66]=[CH:65][CH:64]=1)[CH2:87][CH3:88])([O:44][C:45]([CH3:46])([CH3:48])[CH3:47])([O:49][C:50]([CH3:53])([CH3:52])[CH3:51])=[O:43], predict the reactants needed to synthesize it. The reactants are: [Cl:1][C:2]1[CH:7]=[CH:6][C:5]([C:8]2[CH:13]=[CH:12][CH:11]=[CH:10][C:9]=2[C@H:14]([OH:30])[CH:15]2[CH2:20][CH2:19][N:18]([C:21]3[CH:29]=[CH:28][C:24]([C:25](O)=[O:26])=[CH:23][CH:22]=3)[CH2:17][CH2:16]2)=[CH:4][CH:3]=1.C(Cl)CCl.C(N(CC)CC)C.[P:42]([O:54][CH2:55][CH2:56][N:57]([CH2:87][CH3:88])[CH2:58][CH2:59][C@@H:60]([NH:69][C:70]1[CH:75]=[CH:74][C:73]([S:76](=[O:79])(=[O:78])[NH2:77])=[CH:72][C:71]=1[S:80]([C:83]([F:86])([F:85])[F:84])(=[O:82])=[O:81])[CH2:61][S:62][C:63]1[CH:68]=[CH:67][CH:66]=[CH:65][CH:64]=1)([O:49][C:50]([CH3:53])([CH3:52])[CH3:51])([O:44][C:45]([CH3:48])([CH3:47])[CH3:46])=[O:43].